Dataset: NCI-60 drug combinations with 297,098 pairs across 59 cell lines. Task: Regression. Given two drug SMILES strings and cell line genomic features, predict the synergy score measuring deviation from expected non-interaction effect. (1) Drug 1: C1=NC2=C(N=C(N=C2N1C3C(C(C(O3)CO)O)O)F)N. Drug 2: C1=CC=C(C(=C1)C(C2=CC=C(C=C2)Cl)C(Cl)Cl)Cl. Cell line: K-562. Synergy scores: CSS=1.70, Synergy_ZIP=0.172, Synergy_Bliss=0.609, Synergy_Loewe=-3.48, Synergy_HSA=-5.26. (2) Drug 1: C1=C(C(=O)NC(=O)N1)F. Drug 2: COC1=C2C(=CC3=C1OC=C3)C=CC(=O)O2. Cell line: MCF7. Synergy scores: CSS=33.6, Synergy_ZIP=5.68, Synergy_Bliss=5.43, Synergy_Loewe=2.54, Synergy_HSA=5.66. (3) Drug 1: C(=O)(N)NO. Drug 2: C(CC(=O)O)C(=O)CN.Cl. Cell line: HOP-92. Synergy scores: CSS=17.1, Synergy_ZIP=-7.42, Synergy_Bliss=-7.90, Synergy_Loewe=-4.12, Synergy_HSA=-3.05.